From a dataset of Reaction yield outcomes from USPTO patents with 853,638 reactions. Predict the reaction yield, written as a fraction of the theoretical maximum amount of product (1.0 means a 100% yield; for example, 0.34 means a 34% yield). (1) The reactants are C(NC(=O)NC1C=CC(C2N=C(N3CCOC[C@@H]3C)C3CCN(C(OC(C)(C)C)=O)CC=3N=2)=CC=1)C.Cl[C:38]1[N:39]=[C:40]([N:52]2[CH2:57][CH2:56][O:55][CH2:54][C@@H:53]2[CH3:58])[C:41]2[CH2:46][N:45]([C:47]([O:49][CH2:50][CH3:51])=[O:48])[CH2:44][C:42]=2[N:43]=1.CC1(C)C(C)(C)OB([C:67]2[CH:72]=[CH:71][C:70]([NH:73][C:74](=[O:80])[NH:75][CH2:76][C:77]([NH2:79])=[O:78])=[CH:69][CH:68]=2)O1. The catalyst is C1C=CC(P(C2C=CC=CC=2)[C-]2C=CC=C2)=CC=1.C1C=CC(P(C2C=CC=CC=2)[C-]2C=CC=C2)=CC=1.Cl[Pd]Cl.[Fe+2]. The product is [NH2:79][C:77](=[O:78])[CH2:76][NH:75][C:74](=[O:80])[NH:73][C:70]1[CH:69]=[CH:68][C:67]([C:38]2[N:39]=[C:40]([N:52]3[CH2:57][CH2:56][O:55][CH2:54][C@@H:53]3[CH3:58])[C:41]3[CH2:46][N:45]([C:47]([O:49][CH2:50][CH3:51])=[O:48])[CH2:44][C:42]=3[N:43]=2)=[CH:72][CH:71]=1. The yield is 0.120. (2) The reactants are [CH2:1]([N:8]1[C:16]2[C:11](=[CH:12][C:13](Br)=[CH:14][CH:15]=2)[CH:10]=[CH:9]1)[C:2]1[CH:7]=[CH:6][CH:5]=[CH:4][CH:3]=1.[Cl:18][C:19]1[CH:20]=[C:21](B(O)O)[CH:22]=[CH:23][C:24]=1[F:25].ClCCl.C(=O)([O-])[O-].[K+].[K+]. The catalyst is O1CCOCC1.O.C1C=CC(P(C2C=CC=CC=2)[C-]2C=CC=C2)=CC=1.C1C=CC(P(C2C=CC=CC=2)[C-]2C=CC=C2)=CC=1.Cl[Pd]Cl.[Fe+2]. The product is [CH2:1]([N:8]1[C:16]2[C:11](=[CH:12][C:13]([C:21]3[CH:22]=[CH:23][C:24]([F:25])=[C:19]([Cl:18])[CH:20]=3)=[CH:14][CH:15]=2)[CH:10]=[CH:9]1)[C:2]1[CH:7]=[CH:6][CH:5]=[CH:4][CH:3]=1. The yield is 0.410. (3) The reactants are Br[CH2:2][C:3]([C:5]1[CH:10]=[C:9]([Br:11])[CH:8]=[CH:7][C:6]=1[O:12][CH3:13])=O.[CH3:14][O:15][C:16]1[CH:17]=[C:18]([NH:28][C:29]([NH2:31])=[S:30])[CH:19]=[CH:20][C:21]=1[N:22]1[CH:26]=[C:25]([CH3:27])[N:24]=[CH:23]1. The catalyst is C(OCC)C. The product is [Br:11][C:9]1[CH:8]=[CH:7][C:6]([O:12][CH3:13])=[C:5]([C:3]2[N:31]=[C:29]([NH:28][C:18]3[CH:19]=[CH:20][C:21]([N:22]4[CH:26]=[C:25]([CH3:27])[N:24]=[CH:23]4)=[C:16]([O:15][CH3:14])[CH:17]=3)[S:30][CH:2]=2)[CH:10]=1. The yield is 0.990. (4) The reactants are [NH2:1][C:2]1[CH:6]=[CH:5][N:4]([C:7]2[CH:12]=[CH:11][C:10]([Br:13])=[CH:9][CH:8]=2)[C:3]=1[C:14]([O:16][CH2:17][CH3:18])=[O:15].C(N(CC)CC)C.Cl[C:27](=[O:34])[CH2:28][C:29]([O:31][CH2:32][CH3:33])=[O:30]. The catalyst is C(Cl)Cl. The product is [Br:13][C:10]1[CH:9]=[CH:8][C:7]([N:4]2[CH:5]=[CH:6][C:2]([NH:1][C:27](=[O:34])[CH2:28][C:29]([O:31][CH2:32][CH3:33])=[O:30])=[C:3]2[C:14]([O:16][CH2:17][CH3:18])=[O:15])=[CH:12][CH:11]=1. The yield is 1.00. (5) The reactants are [C:1]([CH2:3][C:4]([NH2:6])=[O:5])#[N:2].C([N:9]([CH2:12][CH3:13])CC)C.O.[C:15](#[N:18])[CH:16]=[CH2:17].[CH2:19](O)C. No catalyst specified. The product is [C:15]([CH2:16][CH2:17][C:3]1([C:1]#[N:2])[CH2:19][CH2:13][C:12](=[NH:9])[NH:6][C:4]1=[O:5])#[N:18]. The yield is 0.560. (6) The reactants are [OH-].[K+].[CH:3]([C:6]1[CH:11]=[CH:10][CH:9]=[CH:8][C:7]=1[OH:12])([CH3:5])[CH3:4].CI.[CH3:15]CN(CC)CC. The catalyst is O.C(Cl)Cl. The product is [CH:3]([C:6]1[CH:11]=[CH:10][CH:9]=[CH:8][C:7]=1[O:12][CH3:15])([CH3:5])[CH3:4]. The yield is 0.940.